From a dataset of Peptide-MHC class I binding affinity with 185,985 pairs from IEDB/IMGT. Regression. Given a peptide amino acid sequence and an MHC pseudo amino acid sequence, predict their binding affinity value. This is MHC class I binding data. (1) The peptide sequence is NLTQLFKYV. The MHC is HLA-A02:06 with pseudo-sequence HLA-A02:06. The binding affinity (normalized) is 0.400. (2) The peptide sequence is MLKRRGFHL. The MHC is BoLA-HD6 with pseudo-sequence BoLA-HD6. The binding affinity (normalized) is 0.851.